Dataset: Full USPTO retrosynthesis dataset with 1.9M reactions from patents (1976-2016). Task: Predict the reactants needed to synthesize the given product. (1) Given the product [ClH:1].[C:25]([C:18]1[C:19]2[C:24](=[CH:23][CH:22]=[CH:21][CH:20]=2)[C:15]([N:14]2[CH:12]3[CH2:11][CH2:10][CH:9]2[CH2:8][CH:7]([NH:6][C:4](=[O:5])[CH2:3][CH2:2][N:27]2[CH:31]=[CH:30][N:29]=[CH:28]2)[CH2:13]3)=[CH:16][CH:17]=1)#[N:26], predict the reactants needed to synthesize it. The reactants are: [Cl:1][CH2:2][CH2:3][C:4]([NH:6][CH:7]1[CH2:13][CH:12]2[N:14]([C:15]3[C:24]4[C:19](=[CH:20][CH:21]=[CH:22][CH:23]=4)[C:18]([C:25]#[N:26])=[CH:17][CH:16]=3)[CH:9]([CH2:10][CH2:11]2)[CH2:8]1)=[O:5].[NH:27]1[CH:31]=[CH:30][N:29]=[CH:28]1.[I-].[Na+].ClCCl. (2) Given the product [Br:1][CH2:28][C:11]1[N:10]([CH2:9][C:8]([OH:7])=[O:29])[C:15](=[O:16])[CH2:14][CH:13]([C:17]2[CH:22]=[CH:21][CH:20]=[C:19]([Cl:23])[CH:18]=2)[C:12]=1[C:24]([O:26][CH3:27])=[O:25], predict the reactants needed to synthesize it. The reactants are: [Br:1]Br.C([O:7][C:8](=[O:29])[CH2:9][N:10]1[C:15](=[O:16])[CH2:14][CH:13]([C:17]2[CH:22]=[CH:21][CH:20]=[C:19]([Cl:23])[CH:18]=2)[C:12]([C:24]([O:26][CH3:27])=[O:25])=[C:11]1[CH3:28])(C)(C)C. (3) Given the product [C:27]([O:1][C@H:2]([C@H:6]1[O:11][CH2:10][CH2:9][N:8]([C:12]2[CH:13]=[CH:14][C:15]([C:18]([F:19])([F:21])[F:20])=[CH:16][CH:17]=2)[C:7]1=[O:22])[C:3]([O:5][C:34]([CH3:33])([CH3:35])[CH3:36])=[O:4])(=[O:28])[CH3:29], predict the reactants needed to synthesize it. The reactants are: [OH:1][CH:2]([C@H:6]1[O:11][CH2:10][CH2:9][N:8]([C:12]2[CH:17]=[CH:16][C:15]([C:18]([F:21])([F:20])[F:19])=[CH:14][CH:13]=2)[C:7]1=[O:22])[C:3]([O-:5])=[O:4].CC(O[C:27]([CH3:29])=[O:28])=O.N1[CH:35]=[CH:34][CH:33]=CC=1.[CH2:36](Cl)Cl. (4) The reactants are: CS(C)=O.C(Cl)(=O)C(Cl)=O.[Cl:11][C:12]1[CH:28]=[C:27]([Cl:29])[CH:26]=[CH:25][C:13]=1[CH2:14][N:15]1[C:19]([CH2:20][OH:21])=[CH:18][C:17]([CH:22]([CH3:24])[CH3:23])=[N:16]1.C(N(CC)CC)C. Given the product [Cl:11][C:12]1[CH:28]=[C:27]([Cl:29])[CH:26]=[CH:25][C:13]=1[CH2:14][N:15]1[C:19]([CH:20]=[O:21])=[CH:18][C:17]([CH:22]([CH3:24])[CH3:23])=[N:16]1, predict the reactants needed to synthesize it. (5) Given the product [F:31][CH2:2][C@@H:3]([N:10]1[C:18](=[O:19])[C:17]2[C:12](=[CH:13][CH:14]=[CH:15][CH:16]=2)[C:11]1=[O:20])[C:4]1[CH:9]=[CH:8][CH:7]=[CH:6][CH:5]=1, predict the reactants needed to synthesize it. The reactants are: O[CH2:2][C@@H:3]([N:10]1[C:18](=[O:19])[C:17]2[C:12](=[CH:13][CH:14]=[CH:15][CH:16]=2)[C:11]1=[O:20])[C:4]1[CH:9]=[CH:8][CH:7]=[CH:6][CH:5]=1.F.F.F.C(N(CC)CC)C.[F:31]C(F)(S(F)(=O)=O)C(F)(F)C(F)(F)C(F)(F)F.CCN(C(C)C)C(C)C.